Dataset: Catalyst prediction with 721,799 reactions and 888 catalyst types from USPTO. Task: Predict which catalyst facilitates the given reaction. (1) Reactant: [C:1]([O:5][C:6](=[O:28])[NH:7][C:8]1[S:9][C:10]2[CH:16]=[C:15]([CH2:17]Br)[CH:14]=[C:13]([C:19]3[CH:24]=[CH:23][CH:22]=[C:21]([N+:25]([O-:27])=[O:26])[CH:20]=3)[C:11]=2[N:12]=1)([CH3:4])([CH3:3])[CH3:2].[NH:29]1[CH:33]=[CH:32][N:31]=[CH:30]1. Product: [C:1]([O:5][C:6](=[O:28])[NH:7][C:8]1[S:9][C:10]2[CH:16]=[C:15]([CH2:17][N:29]3[CH:33]=[CH:32][N:31]=[CH:30]3)[CH:14]=[C:13]([C:19]3[CH:24]=[CH:23][CH:22]=[C:21]([N+:25]([O-:27])=[O:26])[CH:20]=3)[C:11]=2[N:12]=1)([CH3:4])([CH3:3])[CH3:2]. The catalyst class is: 3. (2) Reactant: [CH3:1][O:2][C:3]1[CH:13]=[CH:12][C:6]([CH2:7][NH:8][CH2:9][CH2:10][OH:11])=[CH:5][CH:4]=1.[Br:14][C:15]1[CH:23]=[CH:22][C:18]([C:19](O)=[O:20])=[C:17]([F:24])[CH:16]=1.CCN(C(C)C)C(C)C.CN(C(ON1N=NC2C=CC=NC1=2)=[N+](C)C)C.F[P-](F)(F)(F)(F)F. Product: [Br:14][C:15]1[CH:23]=[CH:22][C:18]([C:19]([N:8]([CH2:9][CH2:10][OH:11])[CH2:7][C:6]2[CH:12]=[CH:13][C:3]([O:2][CH3:1])=[CH:4][CH:5]=2)=[O:20])=[C:17]([F:24])[CH:16]=1. The catalyst class is: 61. (3) Reactant: S([O-])([O-])=O.[Na+:5].[Na+].C(=O)(O)[O-].[Na+].[Cl:12][C:13]1[CH:14]=[C:15]([S:19](Cl)(=[O:21])=[O:20])[CH:16]=[CH:17][CH:18]=1. Product: [Cl:12][C:13]1[CH:14]=[C:15]([S:19]([O-:21])=[O:20])[CH:16]=[CH:17][CH:18]=1.[Na+:5]. The catalyst class is: 6. (4) Reactant: [Cl:1][C:2]1[CH:11]=[CH:10][C:5]([C:6]([O:8][CH3:9])=[O:7])=[C:4]([NH:12][CH2:13][CH2:14][CH2:15][Cl:16])[C:3]=1[N+:17]([O-])=O. Product: [NH2:17][C:3]1[C:4]([NH:12][CH2:13][CH2:14][CH2:15][Cl:16])=[C:5]([CH:10]=[CH:11][C:2]=1[Cl:1])[C:6]([O:8][CH3:9])=[O:7]. The catalyst class is: 409. (5) Reactant: [Cl-].O[NH3+:3].[C:4](=[O:7])([O-])[OH:5].[Na+].CS(C)=O.[CH2:13]([C:17]1[N:18]=[C:19]([CH3:50])[N:20]([CH2:39][C:40]2[CH:49]=[CH:48][C:47]3[C:42](=[CH:43][CH:44]=[CH:45][CH:46]=3)[N:41]=2)[C:21](=[O:38])[C:22]=1[CH2:23][C:24]1[CH:29]=[CH:28][C:27]([C:30]2[C:31]([C:36]#[N:37])=[CH:32][CH:33]=[CH:34][CH:35]=2)=[CH:26][CH:25]=1)[CH2:14][CH2:15][CH3:16]. Product: [CH2:13]([C:17]1[N:18]=[C:19]([CH3:50])[N:20]([CH2:39][C:40]2[CH:49]=[CH:48][C:47]3[C:42](=[CH:43][CH:44]=[CH:45][CH:46]=3)[N:41]=2)[C:21](=[O:38])[C:22]=1[CH2:23][C:24]1[CH:25]=[CH:26][C:27]([C:30]2[CH:35]=[CH:34][CH:33]=[CH:32][C:31]=2[C:36]2[NH:3][C:4](=[O:7])[O:5][N:37]=2)=[CH:28][CH:29]=1)[CH2:14][CH2:15][CH3:16]. The catalyst class is: 13. (6) Reactant: [NH:1]1[CH2:11][CH2:10][CH2:9][CH:3]([C:4]([O:6][CH2:7][CH3:8])=[O:5])[CH2:2]1.C(#N)C.O.C(O)(C(F)(F)F)=O. Product: [NH:1]1[CH2:11][CH2:10][CH2:9][C@H:3]([C:4]([O:6][CH2:7][CH3:8])=[O:5])[CH2:2]1. The catalyst class is: 10. (7) Reactant: [C:1]([O:5][C:6]([NH:8][CH2:9][C:10]([N:12]1[CH2:17][CH2:16][C:15]([CH2:22][OH:23])([C:18]([O:20]C)=[O:19])[CH2:14][CH2:13]1)=[O:11])=[O:7])([CH3:4])([CH3:3])[CH3:2].[Li+].[OH-].Cl. Product: [C:1]([O:5][C:6]([NH:8][CH2:9][C:10]([N:12]1[CH2:13][CH2:14][C:15]([CH2:22][OH:23])([C:18]([OH:20])=[O:19])[CH2:16][CH2:17]1)=[O:11])=[O:7])([CH3:4])([CH3:3])[CH3:2]. The catalyst class is: 36.